This data is from Full USPTO retrosynthesis dataset with 1.9M reactions from patents (1976-2016). The task is: Predict the reactants needed to synthesize the given product. Given the product [Cl:10][C:11]1[CH:27]=[C:26]([Cl:28])[CH:25]=[CH:24][C:12]=1[CH2:13][NH:14][C:15](=[O:23])[C:16]1[CH:21]=[CH:20][C:19]([O:1][C:2]2[CH:3]=[N:4][CH:5]=[CH:6][CH:7]=2)=[N:18][CH:17]=1, predict the reactants needed to synthesize it. The reactants are: [OH:1][C:2]1[CH:3]=[N:4][CH:5]=[CH:6][CH:7]=1.[H-].[Na+].[Cl:10][C:11]1[CH:27]=[C:26]([Cl:28])[CH:25]=[CH:24][C:12]=1[CH2:13][NH:14][C:15](=[O:23])[C:16]1[CH:21]=[CH:20][C:19](F)=[N:18][CH:17]=1.